Dataset: Full USPTO retrosynthesis dataset with 1.9M reactions from patents (1976-2016). Task: Predict the reactants needed to synthesize the given product. (1) The reactants are: [CH3:1][Si:2]([CH3:33])([CH3:32])[CH2:3][CH2:4][O:5][CH2:6][N:7]1[C:15]2[CH2:14][CH2:13][CH:12]([C:16]3[CH:17]=NN(COCC[Si](C)(C)C)C=3)C[C:10]=2[C:9]([C:29]([OH:31])=[O:30])=[N:8]1.C1(=O)CCCCCC1. Given the product [CH3:33][Si:2]([CH3:1])([CH3:32])[CH2:3][CH2:4][O:5][CH2:6][N:7]1[C:15]2[CH2:14][CH2:13][CH2:12][CH2:16][CH2:17][C:10]=2[C:9]([C:29]([OH:31])=[O:30])=[N:8]1, predict the reactants needed to synthesize it. (2) Given the product [CH3:28][O:27][C:24]1[CH:25]=[CH:26][C:21]([C@H:19]([N:17]2[CH2:18][C@H:14]([C@H:12]([O:11][C:4]3[C:5]4[N:6]([N:8]=[CH:9][CH:10]=4)[CH:7]=[C:2]([C:37]4[S:38][C:34]5[CH:33]=[N:32][N:31]([CH3:30])[C:35]=5[CH:36]=4)[CH:3]=3)[CH3:13])[CH2:15][C:16]2=[O:29])[CH3:20])=[CH:22][CH:23]=1, predict the reactants needed to synthesize it. The reactants are: Br[C:2]1[CH:3]=[C:4]([O:11][C@@H:12]([C@H:14]2[CH2:18][N:17]([C@@H:19]([C:21]3[CH:26]=[CH:25][C:24]([O:27][CH3:28])=[CH:23][CH:22]=3)[CH3:20])[C:16](=[O:29])[CH2:15]2)[CH3:13])[C:5]2[N:6]([N:8]=[CH:9][CH:10]=2)[CH:7]=1.[CH3:30][N:31]1[C:35]2[CH:36]=[C:37]([Sn](CCCC)(CCCC)CCCC)[S:38][C:34]=2[CH:33]=[N:32]1.[F-].[Cs+].